Dataset: Forward reaction prediction with 1.9M reactions from USPTO patents (1976-2016). Task: Predict the product of the given reaction. Given the reactants [Br:1][C:2]1[CH:3]=[C:4]([CH3:18])[C:5]2[N:6]([CH:8]=[C:9]([C:11]3[CH:16]=[CH:15][C:14]([F:17])=[CH:13][CH:12]=3)[N:10]=2)[CH:7]=1.P(Cl)(Cl)(Cl)=O.CN(C)[CH:26]=[O:27], predict the reaction product. The product is: [Br:1][C:2]1[CH:3]=[C:4]([CH3:18])[C:5]2[N:6]([C:8]([CH:26]=[O:27])=[C:9]([C:11]3[CH:16]=[CH:15][C:14]([F:17])=[CH:13][CH:12]=3)[N:10]=2)[CH:7]=1.